This data is from Reaction yield outcomes from USPTO patents with 853,638 reactions. The task is: Predict the reaction yield, written as a fraction of the theoretical maximum amount of product (1.0 means a 100% yield; for example, 0.34 means a 34% yield). (1) The reactants are [Cl:1][C:2]1[C:3]([O:12][C:13]2[CH:18]=[C:17]([OH:19])[CH:16]=[CH:15][C:14]=2/[CH:20]=[C:21](\[CH3:27])/[C:22]([O:24][CH2:25][CH3:26])=[O:23])=[N:4][CH:5]=[C:6]([C:8]([F:11])([F:10])[F:9])[CH:7]=1.C(=O)([O-])[O-].[K+].[K+].[CH:34](I)([CH3:36])[CH3:35].O. The catalyst is CN(C)C=O. The product is [Cl:1][C:2]1[C:3]([O:12][C:13]2[CH:18]=[C:17]([O:19][CH:34]([CH3:36])[CH3:35])[CH:16]=[CH:15][C:14]=2/[CH:20]=[C:21](\[CH3:27])/[C:22]([O:24][CH2:25][CH3:26])=[O:23])=[N:4][CH:5]=[C:6]([C:8]([F:9])([F:11])[F:10])[CH:7]=1. The yield is 0.680. (2) The reactants are Cl.[Cl:2][C:3]1[CH:12]=[C:11]([O:13][CH3:14])[C:10]([NH:15][NH2:16])=[CH:9][C:4]=1[C:5]([O:7][CH3:8])=[O:6].CO[CH:19](OC)[CH2:20][CH:21](OC)OC. The catalyst is C(O)C. The product is [Cl:2][C:3]1[CH:12]=[C:11]([O:13][CH3:14])[C:10]([N:15]2[CH:21]=[CH:20][CH:19]=[N:16]2)=[CH:9][C:4]=1[C:5]([O:7][CH3:8])=[O:6]. The yield is 0.570. (3) The reactants are Cl[C:2]1[N:7]2[N:8]=[C:9]([CH3:11])[CH:10]=[C:6]2[N:5]=[C:4]([NH:12][C:13](=[O:24])[C:14]2[CH:19]=[CH:18][C:17]([C:20]([OH:23])([CH3:22])[CH3:21])=[CH:16][CH:15]=2)[CH:3]=1.[CH2:25]([O:27][C:28]1[N:33]=[CH:32][C:31](B(O)O)=[CH:30][CH:29]=1)[CH3:26].O1CCOCC1. The catalyst is CO.C1(P(C2C=CC=CC=2)[C-]2C=CC=C2)C=CC=CC=1.[C-]1(P(C2C=CC=CC=2)C2C=CC=CC=2)C=CC=C1.[Fe+2].Cl[Pd]Cl. The product is [CH2:25]([O:27][C:28]1[N:33]=[CH:32][C:31]([C:2]2[N:7]3[N:8]=[C:9]([CH3:11])[CH:10]=[C:6]3[N:5]=[C:4]([NH:12][C:13](=[O:24])[C:14]3[CH:19]=[CH:18][C:17]([C:20]([OH:23])([CH3:22])[CH3:21])=[CH:16][CH:15]=3)[CH:3]=2)=[CH:30][CH:29]=1)[CH3:26]. The yield is 0.400. (4) The reactants are [CH:1]1([N:4]([CH3:23])[C:5]2[C:6]3[C:18]4[CH2:19][CH2:20][CH2:21][CH2:22][C:17]=4[S:16][C:7]=3[N:8]=[C:9]([CH2:11][CH2:12][C:13](O)=[O:14])[N:10]=2)[CH2:3][CH2:2]1.C[CH2:25][N:26]=[C:27]=NCCCN(C)C.Cl.C(N(CC)CC)C.CNC. The product is [CH:1]1([N:4]([CH3:23])[C:5]2[C:6]3[C:18]4[CH2:19][CH2:20][CH2:21][CH2:22][C:17]=4[S:16][C:7]=3[N:8]=[C:9]([CH2:11][CH2:12][C:13]([N:26]([CH3:27])[CH3:25])=[O:14])[N:10]=2)[CH2:3][CH2:2]1. The yield is 0.510. The catalyst is C1COCC1. (5) The reactants are Br[C:2]1[N:3]=[C:4]2[C:10]([C:11](=[O:16])[C:12]([CH3:15])([CH3:14])[CH3:13])=[CH:9][NH:8][C:5]2=[N:6][CH:7]=1.[CH2:17]([C:19]1[CH:20]=[C:21](B(O)O)[CH:22]=[CH:23][CH:24]=1)[CH3:18].C([O-])([O-])=O.[K+].[K+].O1CCOCC1. The catalyst is C1C=CC(P(C2C=CC=CC=2)[C-]2C=CC=C2)=CC=1.C1C=CC(P(C2C=CC=CC=2)[C-]2C=CC=C2)=CC=1.Cl[Pd]Cl.[Fe+2].O. The product is [CH2:17]([C:19]1[CH:24]=[C:23]([C:2]2[N:3]=[C:4]3[C:10]([C:11](=[O:16])[C:12]([CH3:15])([CH3:14])[CH3:13])=[CH:9][NH:8][C:5]3=[N:6][CH:7]=2)[CH:22]=[CH:21][CH:20]=1)[CH3:18]. The yield is 0.500. (6) The reactants are [CH3:1][C@H:2]([O:6][C:7]1[CH:16]=[CH:15][CH:14]=[C:13]2[C:8]=1[C:9]([NH:17][C:18]1[CH:23]=[CH:22][C:21]([O:24][C:25]3[CH:26]=[N:27][C:28]([CH3:31])=[CH:29][CH:30]=3)=[C:20]([CH3:32])[CH:19]=1)=[N:10][CH:11]=[N:12]2)[CH2:3][NH:4][CH3:5].[C:33](OC(=O)C)(=[O:35])[CH3:34]. No catalyst specified. The product is [CH3:5][N:4]([CH2:3][C@@H:2]([O:6][C:7]1[CH:16]=[CH:15][CH:14]=[C:13]2[C:8]=1[C:9]([NH:17][C:18]1[CH:23]=[CH:22][C:21]([O:24][C:25]3[CH:26]=[N:27][C:28]([CH3:31])=[CH:29][CH:30]=3)=[C:20]([CH3:32])[CH:19]=1)=[N:10][CH:11]=[N:12]2)[CH3:1])[C:33](=[O:35])[CH3:34]. The yield is 0.640. (7) The reactants are [CH3:1][N:2]([CH3:36])[C:3]([C:5]1[N:30]([CH:31]2[CH2:35][CH2:34][CH2:33][CH2:32]2)[C:8]2[N:9]=[C:10]([NH:13][C:14]3[CH:19]=[CH:18][C:17]([C:20]([N:22]4[CH2:28][CH:27]5[CH2:29][CH:24]([CH2:25][NH:26]5)[CH2:23]4)=[O:21])=[CH:16][N:15]=3)[N:11]=[CH:12][C:7]=2[CH:6]=1)=[O:4].CCN(C(C)C)C(C)C.C(=O)([O-])[O-].[K+].[K+].[F:52][C:53]([F:64])([F:63])[CH2:54]OS(C(F)(F)F)(=O)=O. The catalyst is O1CCOCC1.C(Cl)Cl. The product is [CH3:1][N:2]([CH3:36])[C:3]([C:5]1[N:30]([CH:31]2[CH2:35][CH2:34][CH2:33][CH2:32]2)[C:8]2[N:9]=[C:10]([NH:13][C:14]3[CH:19]=[CH:18][C:17]([C:20]([N:22]4[CH2:28][CH:27]5[CH2:29][CH:24]([CH2:25][N:26]5[CH2:54][C:53]([F:64])([F:63])[F:52])[CH2:23]4)=[O:21])=[CH:16][N:15]=3)[N:11]=[CH:12][C:7]=2[CH:6]=1)=[O:4]. The yield is 0.580.